This data is from Full USPTO retrosynthesis dataset with 1.9M reactions from patents (1976-2016). The task is: Predict the reactants needed to synthesize the given product. The reactants are: [Cl:1][C:2]1[CH:3]=[C:4]([CH:6]=[CH:7][C:8]=1[O:9][CH2:10][C:11]1[CH:16]=[CH:15][CH:14]=[C:13]([F:17])[CH:12]=1)[NH2:5].Cl[C:19]1[C:28]2[C:23](=[CH:24][C:25]([O:32][CH3:33])=[C:26]([N+:29]([O-:31])=[O:30])[CH:27]=2)[N:22]=[CH:21][N:20]=1. Given the product [Cl:1][C:2]1[CH:3]=[C:4]([NH:5][C:19]2[C:28]3[C:23](=[CH:24][C:25]([O:32][CH3:33])=[C:26]([N+:29]([O-:31])=[O:30])[CH:27]=3)[N:22]=[CH:21][N:20]=2)[CH:6]=[CH:7][C:8]=1[O:9][CH2:10][C:11]1[CH:16]=[CH:15][CH:14]=[C:13]([F:17])[CH:12]=1, predict the reactants needed to synthesize it.